From a dataset of Full USPTO retrosynthesis dataset with 1.9M reactions from patents (1976-2016). Predict the reactants needed to synthesize the given product. The reactants are: [Cl:1][C:2]1[CH:7]=[CH:6][C:5](I)=[CH:4][CH:3]=1.[CH2:9]([NH2:12])[C:10]#[CH:11].C(NC(C)C)(C)C. Given the product [Cl:1][C:2]1[CH:7]=[CH:6][C:5]([C:11]#[C:10][CH2:9][NH2:12])=[CH:4][CH:3]=1, predict the reactants needed to synthesize it.